Regression/Classification. Given a drug SMILES string, predict its absorption, distribution, metabolism, or excretion properties. Task type varies by dataset: regression for continuous measurements (e.g., permeability, clearance, half-life) or binary classification for categorical outcomes (e.g., BBB penetration, CYP inhibition). Dataset: cyp1a2_veith. From a dataset of CYP1A2 inhibition data for predicting drug metabolism from PubChem BioAssay. (1) The drug is COc1ccc(-n2c(=O)c(C)nc3cnc(N(C)C)nc32)cc1. The result is 1 (inhibitor). (2) The compound is CC(C)(C)C(=O)CP(=O)(O)O. The result is 0 (non-inhibitor). (3) The drug is Clc1ccc(Cn2c(-c3cccnc3Cl)nc3ccccc32)c(Cl)c1. The result is 1 (inhibitor).